From a dataset of Catalyst prediction with 721,799 reactions and 888 catalyst types from USPTO. Predict which catalyst facilitates the given reaction. (1) Reactant: [C:1]([O:8][CH3:9])(=[O:7])[CH2:2][CH2:3][C:4]([O-:6])=[O:5].[C:10]([O:13][CH2:14]Br)(=[O:12])[CH3:11].C(N(C(C)C)CC)(C)C. Product: [CH3:9][O:8][C:1](=[O:7])[CH2:2][CH2:3][C:4]([O:6][CH2:14][O:13][C:10](=[O:12])[CH3:11])=[O:5]. The catalyst class is: 47. (2) Reactant: [Cl:1][C:2]1[CH:3]=[CH:4][C:5]([N:43]2[CH:47]=[C:46]([C:48]([F:51])([F:50])[F:49])[N:45]=[N:44]2)=[C:6]([C:8]2[N:9]=[CH:10][N:11]([C@@H:15]3[C:31]4[CH:32]=[C:27]([CH:28]=[CH:29][N:30]=4)[C:26]4[C:22](=[CH:23][N:24]([C:33]5[C:34]([O:39]C)=[N:35][CH:36]=[CH:37][CH:38]=5)[N:25]=4)[NH:21][C:20](=[O:41])[C@H:19]([CH3:42])[CH2:18][CH2:17][CH2:16]3)[C:12](=[O:14])[CH:13]=2)[CH:7]=1.Cl. Product: [Cl:1][C:2]1[CH:3]=[CH:4][C:5]([N:43]2[CH:47]=[C:46]([C:48]([F:49])([F:50])[F:51])[N:45]=[N:44]2)=[C:6]([C:8]2[N:9]=[CH:10][N:11]([C@@H:15]3[C:31]4[CH:32]=[C:27]([CH:28]=[CH:29][N:30]=4)[C:26]4[C:22](=[CH:23][N:24]([C:33]5[C:34]([OH:39])=[N:35][CH:36]=[CH:37][CH:38]=5)[N:25]=4)[NH:21][C:20](=[O:41])[C@H:19]([CH3:42])[CH2:18][CH2:17][CH2:16]3)[C:12](=[O:14])[CH:13]=2)[CH:7]=1. The catalyst class is: 1. (3) Reactant: [CH3:1][C:2]([N:7]1[CH:11]=[C:10]([C:12]2[CH:17]=[CH:16][N:15]=[C:14]3[NH:18][CH:19]=[CH:20][C:13]=23)[CH:9]=[N:8]1)([CH3:6])[C:3](O)=[O:4].C1N=C[N:23](C(N2C=NC=C2)=O)C=1. Product: [CH3:1][C:2]([N:7]1[CH:11]=[C:10]([C:12]2[CH:17]=[CH:16][N:15]=[C:14]3[NH:18][CH:19]=[CH:20][C:13]=23)[CH:9]=[N:8]1)([CH3:6])[C:3]([NH2:23])=[O:4]. The catalyst class is: 3. (4) Reactant: [F:1][C:2]1[CH:3]=[C:4]([CH:6]=[CH:7][C:8]=1[O:9][C:10]1[CH:15]=[CH:14][N:13]=[C:12]2[CH:16]=[C:17](I)[S:18][C:11]=12)[NH2:5].[O:20]1[C:24]2([CH2:29][CH2:28][C:27](B(O)O)=[CH:26][CH2:25]2)[O:23][CH2:22][CH2:21]1.C([O-])([O-])=O.[Na+].[Na+]. Product: [O:20]1[C:24]2([CH2:29][CH2:28][C:27]([C:17]3[S:18][C:11]4[C:12](=[N:13][CH:14]=[CH:15][C:10]=4[O:9][C:8]4[CH:7]=[CH:6][C:4]([NH2:5])=[CH:3][C:2]=4[F:1])[CH:16]=3)=[CH:26][CH2:25]2)[O:23][CH2:22][CH2:21]1. The catalyst class is: 203. (5) Reactant: CC(OI1(OC(C)=O)(OC(C)=O)OC(=O)C2C=CC=CC1=2)=O.[OH:23][CH2:24][C:25]1[CH:45]=[CH:44][C:28]([C:29]([NH:31][C:32]2[N:33]=[CH:34][N:35]3[C:39]([C:40]([F:43])([F:42])[F:41])=[CH:38][S:37][C:36]=23)=[O:30])=[CH:27][CH:26]=1.[O-]S([O-])(=S)=O.[Na+].[Na+].C([O-])(O)=O.[Na+]. Product: [CH:24]([C:25]1[CH:26]=[CH:27][C:28]([C:29]([NH:31][C:32]2[N:33]=[CH:34][N:35]3[C:39]([C:40]([F:43])([F:41])[F:42])=[CH:38][S:37][C:36]=23)=[O:30])=[CH:44][CH:45]=1)=[O:23]. The catalyst class is: 7. (6) Reactant: [CH2:1]([N:3]([CH2:9][CH3:10])[CH2:4][C:5](OC)=[O:6])[CH3:2].[NH2:11][NH2:12]. Product: [NH2:11][NH:12][C:5](=[O:6])[CH2:4][N:3]([CH2:9][CH3:10])[CH2:1][CH3:2]. The catalyst class is: 8. (7) Reactant: FC(F)(F)S(O[C:7]1[CH2:16][CH2:15][C:10]2([O:14][CH2:13][CH2:12][O:11]2)[CH2:9][CH:8]=1)(=O)=O.[B:19]1([B:19]2[O:23][C:22]([CH3:25])([CH3:24])[C:21]([CH3:27])([CH3:26])[O:20]2)[O:23][C:22]([CH3:25])([CH3:24])[C:21]([CH3:27])([CH3:26])[O:20]1.CC([O-])=O.[K+].[Na+].[Br-]. Product: [CH3:26][C:21]1([CH3:27])[C:22]([CH3:25])([CH3:24])[O:23][B:19]([C:7]2[CH2:16][CH2:15][C:10]3([O:14][CH2:13][CH2:12][O:11]3)[CH2:9][CH:8]=2)[O:20]1. The catalyst class is: 75. (8) Reactant: [F:1][C:2]([F:6])([F:5])[CH2:3][NH2:4].[CH2:7]1[CH2:13][S:10](=[O:12])(=[O:11])[O:9][CH2:8]1. Product: [F:1][C:2]([F:6])([F:5])[CH2:3][NH:4][CH2:8][CH2:7][CH2:13][S:10]([OH:12])(=[O:11])=[O:9]. The catalyst class is: 21. (9) Reactant: I[C:2]1[N:6]([CH3:7])[CH:5]=[N:4][CH:3]=1.[Cl:8][C:9]1[C:14]([F:15])=[CH:13][CH:12]=[C:11]([O:16][CH3:17])[C:10]=1[C@H:18]([C:20]1[C:28]2[C:23](=[N:24][CH:25]=[C:26](B3OC(C)(C)C(C)(C)O3)[CH:27]=2)[NH:22][CH:21]=1)[CH3:19].C(=O)([O-])[O-].[K+].[K+].ClCCl. Product: [Cl:8][C:9]1[C:14]([F:15])=[CH:13][CH:12]=[C:11]([O:16][CH3:17])[C:10]=1[C@H:18]([C:20]1[C:28]2[C:23](=[N:24][CH:25]=[C:26]([C:2]3[N:6]([CH3:7])[CH:5]=[N:4][CH:3]=3)[CH:27]=2)[NH:22][CH:21]=1)[CH3:19]. The catalyst class is: 294. (10) Reactant: [Br:1][C:2]1[CH:7]=[CH:6][C:5]([N+:8]([O-:10])=[O:9])=[C:4](F)[CH:3]=1.[NH2:12][CH2:13][CH2:14][CH2:15][OH:16]. Product: [Br:1][C:2]1[CH:7]=[CH:6][C:5]([N+:8]([O-:10])=[O:9])=[C:4]([NH:12][CH2:13][CH2:14][CH2:15][OH:16])[CH:3]=1. The catalyst class is: 39.